This data is from Forward reaction prediction with 1.9M reactions from USPTO patents (1976-2016). The task is: Predict the product of the given reaction. (1) Given the reactants C(O[C:5](=[O:22])[NH:6][CH:7]1[CH2:11][C:10](=[O:12])[O:9][CH:8]1[O:13][CH2:14][CH2:15][C:16]1[CH:21]=[CH:20][CH:19]=[CH:18][CH:17]=1)C=C.CC1C2C(=CC=CC=2)C(C)=C2C=1C=CC1C2=CC=CC=1.[NH2:43][C:44]1[CH:64]=[CH:63][C:47]([C:48]([NH:50][CH:51]([CH3:62])[C:52]([N:54]2[CH2:58][CH2:57][CH2:56][CH:55]2C(O)=O)=[O:53])=[O:49])=[CH:46][C:45]=1[Cl:65].CCN(C(C)C)C(C)C.C1C=CC2N(O)N=NC=2C=1.C(Cl)CCl, predict the reaction product. The product is: [O:12]=[C:10]1[O:9][CH:8]([O:13][CH2:14][CH2:15][C:16]2[CH:17]=[CH:18][CH:19]=[CH:20][CH:21]=2)[CH:7]([NH:6][C:5]([CH:55]2[CH2:56][CH2:57][CH2:58][N:54]2[C:52](=[O:53])[CH:51]([NH:50][C:48](=[O:49])[C:47]2[CH:63]=[CH:64][C:44]([NH2:43])=[C:45]([Cl:65])[CH:46]=2)[CH3:62])=[O:22])[CH2:11]1. (2) Given the reactants Br[C:2]1[CH:3]=[C:4]2[C:17]3([CH2:21][O:20][C:19]([N:22](C(OC(C)(C)C)=O)C(OC(C)(C)C)=O)=[N:18]3)[C:13]3([CH2:16][O:15][CH2:14]3)[C:9]3([CH2:12][CH2:11][CH2:10]3)[O:8][C:5]2=[CH:6][CH:7]=1.[F:37][C:38]1[CH:43]=[CH:42][C:41]([O:44][CH3:45])=[CH:40][C:39]=1B(O)O.C([O-])([O-])=O.[Na+].[Na+], predict the reaction product. The product is: [F:37][C:38]1[CH:43]=[CH:42][C:41]([O:44][CH3:45])=[CH:40][C:39]=1[C:2]1[CH:3]=[C:4]2[C:17]3([CH2:21][O:20][C:19]([NH2:22])=[N:18]3)[C:13]3([CH2:16][O:15][CH2:14]3)[C:9]3([CH2:10][CH2:11][CH2:12]3)[O:8][C:5]2=[CH:6][CH:7]=1. (3) The product is: [Cl:24][C:20]1[C:17]([CH:18]=[O:19])=[C:16]([N:2]2[C:1](=[O:14])[C:6]3[CH:7]=[C:8]4[N:13]([C:5]=3[CH:4]=[N:3]2)[CH2:12][CH2:11][CH2:10][CH2:9]4)[N:23]=[CH:22][CH:21]=1. Given the reactants [C:1]1(=[O:14])[C:6]2[CH:7]=[C:8]3[N:13]([C:5]=2[CH:4]=[N:3][NH:2]1)[CH2:12][CH2:11][CH2:10][CH2:9]3.Br[C:16]1[N:23]=[CH:22][CH:21]=[C:20]([Cl:24])[C:17]=1[CH:18]=[O:19].C(=O)([O-])[O-].[K+].[K+].COC1C2C(=C3C(=CC=2)C(OC)=CC=N3)N=CC=1, predict the reaction product. (4) Given the reactants [CH3:1][O:2][C:3](=[O:26])[CH2:4][C:5]1[CH:6]=[C:7]([C:13]2[CH:18]=[CH:17][C:16]([C:19]([F:22])([F:21])[F:20])=[CH:15][C:14]=2[CH2:23][NH:24][CH3:25])[C:8]([O:11][CH3:12])=[CH:9][CH:10]=1.Cl[C:28]([O:30][CH2:31][C:32]1[CH:37]=[CH:36][CH:35]=[CH:34][CH:33]=1)=[O:29], predict the reaction product. The product is: [CH3:1][O:2][C:3](=[O:26])[CH2:4][C:5]1[CH:6]=[C:7]([C:13]2[CH:18]=[CH:17][C:16]([C:19]([F:21])([F:20])[F:22])=[CH:15][C:14]=2[CH2:23][N:24]([C:28]([O:30][CH2:31][C:32]2[CH:37]=[CH:36][CH:35]=[CH:34][CH:33]=2)=[O:29])[CH3:25])[C:8]([O:11][CH3:12])=[CH:9][CH:10]=1. (5) Given the reactants [CH3:1][O:2][C:3]1[CH:4]=[C:5]([CH2:9][OH:10])[CH:6]=[N:7][CH:8]=1.I(O)(=O)(=O)=O, predict the reaction product. The product is: [CH3:1][O:2][C:3]1[CH:8]=[N:7][CH:6]=[C:5]([CH:4]=1)[CH:9]=[O:10]. (6) Given the reactants C[O:2][C:3]([C:5]1[C:15]2[O:14][CH2:13][CH2:12][CH2:11][O:10][C:9]=2[C:8]([NH:16][C:17]([C:19]2[NH:20][C:21]3[C:26]([CH:27]=2)=[CH:25][CH:24]=[CH:23][CH:22]=3)=[O:18])=[CH:7][CH:6]=1)=[O:4].[OH-].[Na+], predict the reaction product. The product is: [NH:20]1[C:21]2[C:26](=[CH:25][CH:24]=[CH:23][CH:22]=2)[CH:27]=[C:19]1[C:17]([NH:16][C:8]1[C:9]2[O:10][CH2:11][CH2:12][CH2:13][O:14][C:15]=2[C:5]([C:3]([OH:4])=[O:2])=[CH:6][CH:7]=1)=[O:18]. (7) Given the reactants [CH2:1]([O:3][C:4]([C:6]1[C:7]([CH3:22])=[N:8][N:9]2[C:14]([CH:15]3[CH2:20][CH2:19][CH2:18][CH2:17][CH2:16]3)=[C:13](Br)[CH:12]=[N:11][C:10]=12)=[O:5])[CH3:2].[F:23][C:24]1[CH:29]=[CH:28][C:27](B(O)O)=[CH:26][CH:25]=1.P([O-])([O-])([O-])=O.[K+].[K+].[K+].O1CCOCC1, predict the reaction product. The product is: [CH2:1]([O:3][C:4]([C:6]1[C:7]([CH3:22])=[N:8][N:9]2[C:14]([CH:15]3[CH2:20][CH2:19][CH2:18][CH2:17][CH2:16]3)=[C:13]([C:27]3[CH:28]=[CH:29][C:24]([F:23])=[CH:25][CH:26]=3)[CH:12]=[N:11][C:10]=12)=[O:5])[CH3:2]. (8) Given the reactants CO[C:3](=[O:32])[C@H:4]([CH2:28][CH2:29][S:30][CH3:31])[NH:5][C:6](=[O:27])[C:7]1[CH:12]=[CH:11][C:10]([NH:13][CH2:14][C:15]2[CH:16]=[N:17][CH:18]=[CH:19][CH:20]=2)=[CH:9][C:8]=1[C:21]1[CH:26]=[CH:25][CH:24]=[CH:23][CH:22]=1.[NH3:33], predict the reaction product. The product is: [N:17]1[CH:18]=[CH:19][CH:20]=[C:15]([CH2:14][NH:13][C:10]2[CH:11]=[CH:12][C:7]([C:6]([NH:5][C@H:4]([C:3]([NH2:33])=[O:32])[CH2:28][CH2:29][S:30][CH3:31])=[O:27])=[C:8]([C:21]3[CH:26]=[CH:25][CH:24]=[CH:23][CH:22]=3)[CH:9]=2)[CH:16]=1. (9) Given the reactants [C:1]([O:7][C:8]1[CH:13]=[CH:12][CH:11]=[C:10]([N+:14]([O-])=O)[CH:9]=1)(=[O:6])[C:2]([CH3:5])([CH3:4])[CH3:3], predict the reaction product. The product is: [C:1]([O:7][C:8]1[CH:13]=[CH:12][CH:11]=[C:10]([NH2:14])[CH:9]=1)(=[O:6])[C:2]([CH3:5])([CH3:4])[CH3:3]. (10) Given the reactants [NH:1]1[CH:5]=[CH:4][CH:3]=[C:2]1[C:6]([O:8][CH2:9][CH3:10])=[O:7].[C:11](Cl)(=[O:18])[CH2:12][CH2:13][CH2:14][CH2:15][CH2:16][CH3:17], predict the reaction product. The product is: [C:11]([C:4]1[CH:3]=[C:2]([C:6]([O:8][CH2:9][CH3:10])=[O:7])[NH:1][CH:5]=1)(=[O:18])[CH2:12][CH2:13][CH2:14][CH2:15][CH2:16][CH3:17].